This data is from Forward reaction prediction with 1.9M reactions from USPTO patents (1976-2016). The task is: Predict the product of the given reaction. (1) Given the reactants [Cl:1][C:2]1[C:3]2[C:7]([CH:8]=[CH:9][CH:10]=1)=[N:6][N:5]1[C:11]([CH:16]3[CH2:21][CH2:20][N:19](C(OC(C)(C)C)=O)[CH:18]([CH3:29])[CH2:17]3)=[CH:12][C:13](=[O:15])[NH:14][C:4]=21.Cl, predict the reaction product. The product is: [ClH:1].[Cl:1][C:2]1[C:3]2[C:7]([CH:8]=[CH:9][CH:10]=1)=[N:6][N:5]1[C:11]([C@@H:16]3[CH2:21][CH2:20][NH:19][C@@H:18]([CH3:29])[CH2:17]3)=[CH:12][C:13](=[O:15])[NH:14][C:4]=21. (2) The product is: [NH:36]([C:16](=[O:18])[CH2:15][C:13]1[CH:12]=[CH:11][C:9]2[CH:10]=[C:6]([C:4]([O:3][CH2:1][CH3:2])=[O:5])[S:7][C:8]=2[CH:14]=1)[C:34]1[CH:35]=[CH:30][CH:31]=[CH:32][CH:33]=1. Given the reactants [CH2:1]([O:3][C:4]([C:6]1[S:7][C:8]2[CH:14]=[C:13]([CH2:15][C:16]([OH:18])=O)[CH:12]=[CH:11][C:9]=2[CH:10]=1)=[O:5])[CH3:2].CCN=C=NCCCN(C)C.[CH:30]1[CH:31]=[CH:32][C:33]2N(O)N=[N:36][C:34]=2[CH:35]=1.NC1C=CC=CC=1, predict the reaction product. (3) Given the reactants [F:1][C:2]1[C:8]([O:9][C:10]([F:13])([F:12])[F:11])=[CH:7][CH:6]=[CH:5][C:3]=1[NH2:4].[Br:14]N1C(=O)CCC1=O, predict the reaction product. The product is: [Br:14][C:7]1[CH:6]=[CH:5][C:3]([NH2:4])=[C:2]([F:1])[C:8]=1[O:9][C:10]([F:11])([F:12])[F:13]. (4) Given the reactants [CH:1]([CH:3]([CH3:14])[C:4]([C:6]1[CH:11]=[CH:10][C:9]([O:12][CH3:13])=[CH:8][CH:7]=1)=O)=O.O.[NH2:16][NH2:17], predict the reaction product. The product is: [CH3:13][O:12][C:9]1[CH:10]=[CH:11][C:6]([C:4]2[C:3]([CH3:14])=[CH:1][NH:17][N:16]=2)=[CH:7][CH:8]=1. (5) Given the reactants [Cl:1][C:2]1[CH:7]=[CH:6][N:5]=[C:4]2[CH:8]=[CH:9][NH:10][C:3]=12.[Cl:11][CH2:12][CH2:13][C@H:14]([C:16]1[CH:21]=[CH:20][CH:19]=[CH:18][CH:17]=1)O, predict the reaction product. The product is: [Cl:1][C:2]1[CH:7]=[CH:6][N:5]=[C:4]2[CH:8]=[CH:9][N:10]([C@H:14]([C:16]3[CH:21]=[CH:20][CH:19]=[CH:18][CH:17]=3)[CH2:13][CH2:12][Cl:11])[C:3]=12. (6) Given the reactants C(OC(=O)[NH:7][C:8]1[C:12]([CH3:13])=[C:11]([C:14]([CH3:17])([CH3:16])[CH3:15])[O:10][N:9]=1)(C)(C)C.[C:19]([C:23]1[O:27][N:26]=[C:25]([N:28](C)[C:29](=O)OC(C)(C)C)[CH:24]=1)([CH3:22])([CH3:21])[CH3:20].Cl.C(=O)(O)[O-].[Na+], predict the reaction product. The product is: [C:14]([C:11]1[O:10][N:9]=[C:8]([NH2:7])[C:12]=1[CH3:13])([CH3:17])([CH3:16])[CH3:15].[C:19]([C:23]1[O:27][N:26]=[C:25]([NH:28][CH3:29])[CH:24]=1)([CH3:22])([CH3:20])[CH3:21]. (7) Given the reactants [CH2:1]([CH:3]1[C:8](=[O:9])[NH:7][C:6]2[CH:10]=[CH:11][CH:12]=[C:13]([C:14]3[C:15]4[CH:24]=[CH:23][N:22]([S:25]([C:28]5[CH:33]=[CH:32][C:31]([CH3:34])=[CH:30][CH:29]=5)(=[O:27])=[O:26])[C:16]=4[C:17](=[O:21])[N:18]([CH3:20])[CH:19]=3)[C:5]=2[O:4]1)[CH3:2].[H-].[Na+].[CH3:37]I, predict the reaction product. The product is: [CH2:1]([CH:3]1[C:8](=[O:9])[N:7]([CH3:37])[C:6]2[CH:10]=[CH:11][CH:12]=[C:13]([C:14]3[C:15]4[CH:24]=[CH:23][N:22]([S:25]([C:28]5[CH:29]=[CH:30][C:31]([CH3:34])=[CH:32][CH:33]=5)(=[O:26])=[O:27])[C:16]=4[C:17](=[O:21])[N:18]([CH3:20])[CH:19]=3)[C:5]=2[O:4]1)[CH3:2]. (8) Given the reactants [CH3:1][O:2][C:3]1[CH:4]=[C:5]([N:9]=[C:10]=[O:11])[CH:6]=[CH:7][CH:8]=1.ClC1C=C(C=CC=1Cl)CC1C=C(C(N)C(C)C)C=C[N:18]=1, predict the reaction product. The product is: [CH3:1][O:2][C:3]1[CH:4]=[C:5]([NH:9][C:10](=[O:11])[NH2:18])[CH:6]=[CH:7][CH:8]=1. (9) The product is: [Cl:1][C:2]1[CH:15]=[C:14]2[C:5]([CH2:6][CH2:7][NH:8][C:9]2=[O:10])=[CH:4][C:3]=1[O:16][CH3:17]. Given the reactants [Cl:1][C:2]1[CH:15]=[CH:14][C:5]([CH2:6][CH2:7][NH:8][C:9](=O)[O:10]CC)=[CH:4][C:3]=1[O:16][CH3:17].O=P12OP3(OP(OP(O3)(O1)=O)(=O)O2)=O, predict the reaction product.